Dataset: Forward reaction prediction with 1.9M reactions from USPTO patents (1976-2016). Task: Predict the product of the given reaction. (1) Given the reactants [CH3:1][O:2][C:3](=[O:13])[C:4]1[CH:9]=[CH:8][C:7]([CH2:10]Br)=[CH:6][C:5]=1[Br:12].[F:14][C:15]([F:24])([F:23])[C:16]1[CH:21]=[CH:20][CH:19]=[CH:18][C:17]=1[OH:22].C(=O)([O-])[O-].[K+].[K+].BrC1C(COC2C=CC=CC=2C(F)(F)F)=CC=CC=1COC1C=CC=CC=1C(F)(F)F, predict the reaction product. The product is: [CH3:1][O:2][C:3](=[O:13])[C:4]1[CH:9]=[CH:8][C:7]([CH2:10][O:22][C:17]2[CH:18]=[CH:19][CH:20]=[CH:21][C:16]=2[C:15]([F:14])([F:23])[F:24])=[CH:6][C:5]=1[Br:12]. (2) Given the reactants NN.[CH:3]([N:6]1[CH2:11][CH2:10][CH:9]([C:12]2[CH:17]=[CH:16][C:15]([N+:18]([O-])=O)=[CH:14][CH:13]=2)[CH2:8][CH2:7]1)([CH3:5])[CH3:4], predict the reaction product. The product is: [CH:3]([N:6]1[CH2:7][CH2:8][CH:9]([C:12]2[CH:13]=[CH:14][C:15]([NH2:18])=[CH:16][CH:17]=2)[CH2:10][CH2:11]1)([CH3:5])[CH3:4]. (3) The product is: [CH3:13][O:14][N:15]=[C:8]([C:4]1[CH:3]=[C:2]([OH:1])[CH:7]=[CH:6][CH:5]=1)[CH2:9][CH3:10]. Given the reactants [OH:1][C:2]1[CH:3]=[C:4]([C:8](=O)[CH2:9][CH3:10])[CH:5]=[CH:6][CH:7]=1.Cl.[CH3:13][O:14][NH2:15].Cl.C(=O)([O-])O.[Na+], predict the reaction product. (4) Given the reactants [Si:1]([N:8]1[C:11](=[O:12])[CH2:10][C@H:9]1[C:13]([OH:15])=[O:14])([C:4]([CH3:7])([CH3:6])[CH3:5])([CH3:3])[CH3:2].C([N-]C(C)C)(C)C.[Li+].[C:24]([O:28][C:29](=[O:48])[N:30]([C:40]1[CH:45]=[C:44]([CH2:46]Br)[CH:43]=[CH:42][N:41]=1)[CH2:31][C:32]1[CH:37]=[CH:36][C:35]([O:38][CH3:39])=[CH:34][CH:33]=1)([CH3:27])([CH3:26])[CH3:25], predict the reaction product. The product is: [C:24]([O:28][C:29]([N:30]([CH2:31][C:32]1[CH:33]=[CH:34][C:35]([O:38][CH3:39])=[CH:36][CH:37]=1)[C:40]1[CH:45]=[C:44]([CH2:46][C@H:10]2[C:11](=[O:12])[N:8]([Si:1]([C:4]([CH3:7])([CH3:6])[CH3:5])([CH3:3])[CH3:2])[C@@H:9]2[C:13]([OH:15])=[O:14])[CH:43]=[CH:42][N:41]=1)=[O:48])([CH3:26])([CH3:27])[CH3:25].